Predict the reactants needed to synthesize the given product. From a dataset of Full USPTO retrosynthesis dataset with 1.9M reactions from patents (1976-2016). (1) Given the product [CH3:14][N:12]1[CH:13]=[C:9]([C:6]2[CH:7]=[CH:8][C:3]3[N:4]([C:17]([SH:18])=[N:2][N:1]=3)[N:5]=2)[CH:10]=[N:11]1, predict the reactants needed to synthesize it. The reactants are: [NH:1]([C:3]1[N:4]=[N:5][C:6]([C:9]2[CH:10]=[N:11][N:12]([CH3:14])[CH:13]=2)=[CH:7][CH:8]=1)[NH2:2].[OH-].[K+].[C:17](=S)=[S:18]. (2) Given the product [NH2:31][CH2:32][CH2:33][N:34]1[C:38](=[O:39])/[C:37](=[CH:8]/[C:7]2[CH:10]=[CH:11][C:4]([CH2:1][CH2:2][CH3:3])=[CH:5][CH:6]=2)/[S:36][C:35]1=[O:40], predict the reactants needed to synthesize it. The reactants are: [CH2:1]([C:4]1[CH:11]=[CH:10][C:7]([CH:8]=O)=[CH:6][CH:5]=1)[CH2:2][CH3:3].C([NH:31][CH2:32][CH2:33][N:34]1[C:38](=[O:39])[CH2:37][S:36][C:35]1=[O:40])(C1C=CC=CC=1)(C1C=CC=CC=1)C1C=CC=CC=1.N1CCCCC1.NCCN1C(=O)/C(=C/C2C=CC=CC=2)/SC1=O. (3) Given the product [O:12]=[C:3]1[C:4]2[C:9](=[CH:8][CH:7]=[CH:6][CH:5]=2)[C:10](=[O:11])[N:2]1[O:1][CH2:14][C:15]([O:17][CH3:18])=[O:16], predict the reactants needed to synthesize it. The reactants are: [OH:1][N:2]1[C:10](=[O:11])[C:9]2[C:4](=[CH:5][CH:6]=[CH:7][CH:8]=2)[C:3]1=[O:12].Br[CH2:14][C:15]([O:17][CH3:18])=[O:16]. (4) Given the product [NH2:32][CH2:31][C:27]1[CH:28]=[C:29]2[C:24](=[CH:25][CH:26]=1)[C:23](=[O:33])[N:22]([C:21]1[C:15]3[C:16](=[N:17][CH:18]=[C:13]([C:10]4[CH:9]=[CH:8][C:7]([S:4]([CH:1]([CH3:3])[CH3:2])(=[O:6])=[O:5])=[CH:12][CH:11]=4)[N:14]=3)[N:19]([C:34]([C:47]3[CH:48]=[CH:49][CH:50]=[CH:51][CH:52]=3)([C:35]3[CH:36]=[CH:37][CH:38]=[CH:39][CH:40]=3)[C:41]3[CH:46]=[CH:45][CH:44]=[CH:43][CH:42]=3)[CH:20]=1)[CH2:30]2, predict the reactants needed to synthesize it. The reactants are: [CH:1]([S:4]([C:7]1[CH:12]=[CH:11][C:10]([C:13]2[N:14]=[C:15]3[C:21]([N:22]4[CH2:30][C:29]5[C:24](=[CH:25][CH:26]=[C:27]([C:31]#[N:32])[CH:28]=5)[C:23]4=[O:33])=[CH:20][N:19]([C:34]([C:47]4[CH:52]=[CH:51][CH:50]=[CH:49][CH:48]=4)([C:41]4[CH:46]=[CH:45][CH:44]=[CH:43][CH:42]=4)[C:35]4[CH:40]=[CH:39][CH:38]=[CH:37][CH:36]=4)[C:16]3=[N:17][CH:18]=2)=[CH:9][CH:8]=1)(=[O:6])=[O:5])([CH3:3])[CH3:2].[BH4-].[Na+].O. (5) Given the product [F:25][C:18]([F:17])([F:24])[C:19](=[O:21])[CH2:8][C:7]([C:1]1[CH2:6][CH2:5][CH2:4][CH2:3][CH:2]=1)=[O:27], predict the reactants needed to synthesize it. The reactants are: [C:1]1([CH2:7][C:8](CC2CCCCC=2)=O)[CH2:6][CH2:5][CH2:4][CH2:3][CH:2]=1.[F:17][C:18]([F:25])([F:24])[C:19]([O:21]CC)=O.C[O-:27].[Na+].Cl.